From a dataset of Forward reaction prediction with 1.9M reactions from USPTO patents (1976-2016). Predict the product of the given reaction. (1) Given the reactants C(OC(=O)CCCNC(NC1SC(C2C=CC(S(C)(=O)=O)=C(F)C=2)=C(C)N=1)=O)C.[Cl:30][C:31]1[CH:36]=[CH:35][C:34]([C:37]2[S:41][C:40]([NH2:42])=[N:39][C:38]=2[CH3:43])=[CH:33][C:32]=1[S:44]([CH3:47])(=[O:46])=[O:45].[CH2:48]([O:50][C:51](=[O:57])[CH2:52][CH2:53][N:54]=[C:55]=[O:56])[CH3:49], predict the reaction product. The product is: [CH2:48]([O:50][C:51](=[O:57])[CH2:52][CH2:53][NH:54][C:55]([NH:42][C:40]1[S:41][C:37]([C:34]2[CH:35]=[CH:36][C:31]([Cl:30])=[C:32]([S:44]([CH3:47])(=[O:45])=[O:46])[CH:33]=2)=[C:38]([CH3:43])[N:39]=1)=[O:56])[CH3:49]. (2) Given the reactants NN.[CH3:3][C:4]1([CH3:29])[C:12]2[C:7](=[CH:8][C:9]([N:17]3C(=O)C4C(=CC=CC=4)C3=O)=[CH:10][C:11]=2[C:13]([F:16])([F:15])[F:14])[NH:6][C:5]1=[O:28], predict the reaction product. The product is: [NH2:17][C:9]1[CH:8]=[C:7]2[C:12]([C:4]([CH3:29])([CH3:3])[C:5](=[O:28])[NH:6]2)=[C:11]([C:13]([F:16])([F:14])[F:15])[CH:10]=1. (3) Given the reactants [CH3:1][C:2]1[S:6][C:5]2[CH:7]=[C:8]([O:11][CH2:12][CH2:13]OS(C)(=O)=O)[CH:9]=[CH:10][C:4]=2[C:3]=1[C:19]1[CH:24]=[CH:23][C:22]([C:25]([F:28])([F:27])[F:26])=[CH:21][CH:20]=1.[N-:29]=[N+:30]=[N-:31].[Na+], predict the reaction product. The product is: [N:29]([CH2:13][CH2:12][O:11][C:8]1[CH:9]=[CH:10][C:4]2[C:3]([C:19]3[CH:24]=[CH:23][C:22]([C:25]([F:28])([F:27])[F:26])=[CH:21][CH:20]=3)=[C:2]([CH3:1])[S:6][C:5]=2[CH:7]=1)=[N+:30]=[N-:31].